This data is from NCI-60 drug combinations with 297,098 pairs across 59 cell lines. The task is: Regression. Given two drug SMILES strings and cell line genomic features, predict the synergy score measuring deviation from expected non-interaction effect. (1) Drug 1: CC1C(C(=O)NC(C(=O)N2CCCC2C(=O)N(CC(=O)N(C(C(=O)O1)C(C)C)C)C)C(C)C)NC(=O)C3=C4C(=C(C=C3)C)OC5=C(C(=O)C(=C(C5=N4)C(=O)NC6C(OC(=O)C(N(C(=O)CN(C(=O)C7CCCN7C(=O)C(NC6=O)C(C)C)C)C)C(C)C)C)N)C. Drug 2: C1=NC2=C(N=C(N=C2N1C3C(C(C(O3)CO)O)O)F)N. Cell line: NCI-H322M. Synergy scores: CSS=9.77, Synergy_ZIP=0.117, Synergy_Bliss=4.40, Synergy_Loewe=-64.0, Synergy_HSA=2.44. (2) Drug 1: C1=NC2=C(N1)C(=S)N=CN2. Drug 2: C(CCl)NC(=O)N(CCCl)N=O. Cell line: MOLT-4. Synergy scores: CSS=49.2, Synergy_ZIP=3.30, Synergy_Bliss=3.97, Synergy_Loewe=-15.2, Synergy_HSA=3.73. (3) Drug 1: CCC1=CC2CC(C3=C(CN(C2)C1)C4=CC=CC=C4N3)(C5=C(C=C6C(=C5)C78CCN9C7C(C=CC9)(C(C(C8N6C)(C(=O)OC)O)OC(=O)C)CC)OC)C(=O)OC.C(C(C(=O)O)O)(C(=O)O)O. Drug 2: C1CC(=O)NC(=O)C1N2C(=O)C3=CC=CC=C3C2=O. Cell line: A498. Synergy scores: CSS=5.43, Synergy_ZIP=-4.49, Synergy_Bliss=0.391, Synergy_Loewe=-22.9, Synergy_HSA=-1.80. (4) Drug 1: CC1C(C(=O)NC(C(=O)N2CCCC2C(=O)N(CC(=O)N(C(C(=O)O1)C(C)C)C)C)C(C)C)NC(=O)C3=C4C(=C(C=C3)C)OC5=C(C(=O)C(=C(C5=N4)C(=O)NC6C(OC(=O)C(N(C(=O)CN(C(=O)C7CCCN7C(=O)C(NC6=O)C(C)C)C)C)C(C)C)C)N)C. Drug 2: C1CN1P(=S)(N2CC2)N3CC3. Cell line: HL-60(TB). Synergy scores: CSS=10.3, Synergy_ZIP=20.2, Synergy_Bliss=7.59, Synergy_Loewe=-27.0, Synergy_HSA=-25.8.